This data is from Catalyst prediction with 721,799 reactions and 888 catalyst types from USPTO. The task is: Predict which catalyst facilitates the given reaction. (1) Product: [Si:17]([O:24][C@H:25]1[CH2:34][C:33]([CH3:35])([CH3:36])[CH2:32][C:31]2[N:30]=[C:29]([CH:37]([CH3:38])[CH3:39])[C:28]([C@H:40]([C:2]3[CH:7]=[CH:6][C:5]([C:8]([F:11])([F:10])[F:9])=[CH:4][CH:3]=3)[OH:41])=[C:27]([I:42])[C:26]1=2)([C:20]([CH3:21])([CH3:22])[CH3:23])([CH3:19])[CH3:18]. The catalyst class is: 7. Reactant: I[C:2]1[CH:7]=[CH:6][C:5]([C:8]([F:11])([F:10])[F:9])=[CH:4][CH:3]=1.C([Mg]Cl)(C)C.[Si:17]([O:24][C@H:25]1[CH2:34][C:33]([CH3:36])([CH3:35])[CH2:32][C:31]2[N:30]=[C:29]([CH:37]([CH3:39])[CH3:38])[C:28]([CH:40]=[O:41])=[C:27]([I:42])[C:26]1=2)([C:20]([CH3:23])([CH3:22])[CH3:21])([CH3:19])[CH3:18].CO. (2) Reactant: [F-].C([N+](CCCC)(CCCC)CCCC)CCC.[F:19][C:20]1[CH:21]=[C:22]([C:29]#[C:30][Si](C)(C)C)[CH:23]=[C:24]([F:28])[C:25]=1[O:26][CH3:27]. Product: [C:29]([C:22]1[CH:21]=[C:20]([F:19])[C:25]([O:26][CH3:27])=[C:24]([F:28])[CH:23]=1)#[CH:30]. The catalyst class is: 1. (3) Reactant: [F:1][C:2]1[C:9]([F:10])=[CH:8][CH:7]=[CH:6][C:3]=1[CH2:4][Br:5].[NH2:11][C:12]([NH2:14])=[S:13]. Product: [BrH:5].[F:1][C:2]1[C:9]([F:10])=[CH:8][CH:7]=[CH:6][C:3]=1[CH2:4][S:13][C:12](=[NH:11])[NH2:14]. The catalyst class is: 14. (4) Reactant: C([N:8]1[CH:12]=[C:11]([CH2:13][CH2:14][CH2:15][CH2:16]O)[C:10]([O:18][CH2:19][CH3:20])=[N:9]1)C1C=CC=CC=1.[OH:21][C:22]1[CH:26]=[C:25]([CH2:27][CH2:28][C:29]([O:31][CH2:32][CH3:33])=[O:30])[N:24]([C:34]2[CH:39]=[CH:38][CH:37]=[CH:36][CH:35]=2)[N:23]=1.C(P(CCCC)CCCC)CCC.N(C(N1CCCCC1)=O)=NC(N1CCCCC1)=O. Product: [CH2:19]([O:18][C:10]1[C:11]([CH2:13][CH2:14][CH2:15][CH2:16][O:21][C:22]2[CH:26]=[C:25]([CH2:27][CH2:28][C:29]([O:31][CH2:32][CH3:33])=[O:30])[N:24]([C:34]3[CH:35]=[CH:36][CH:37]=[CH:38][CH:39]=3)[N:23]=2)=[CH:12][NH:8][N:9]=1)[CH3:20]. The catalyst class is: 7. (5) Reactant: [C:1]([C:5]1[N:6]=[C:7]([NH:10][C:11]([C:13]2[CH:46]=[CH:45][N:16]3[C:17](=[O:44])[C:18](/[CH:28]=[CH:29]/[C:30]4[N:31]=[N:32][N:33]([CH2:35][C:36]5[CH:41]=[CH:40][C:39]([O:42][CH3:43])=[CH:38][CH:37]=5)[N:34]=4)=[C:19]([N:21]4[CH2:26][CH2:25][CH2:24][C@@H:23]([OH:27])[CH2:22]4)[N:20]=[C:15]3[CH:14]=2)=[O:12])[S:8][CH:9]=1)([CH3:4])([CH3:3])[CH3:2].N1C=CC=CC=1.[Cl:53][CH2:54][CH2:55][N:56]=[C:57]=[O:58].C(=O)([O-])O.[Na+]. Product: [Cl:53][CH2:54][CH2:55][NH:56][C:57](=[O:58])[O:27][C@@H:23]1[CH2:24][CH2:25][CH2:26][N:21]([C:19]2[N:20]=[C:15]3[CH:14]=[C:13]([C:11]([NH:10][C:7]4[S:8][CH:9]=[C:5]([C:1]([CH3:4])([CH3:2])[CH3:3])[N:6]=4)=[O:12])[CH:46]=[CH:45][N:16]3[C:17](=[O:44])[C:18]=2/[CH:28]=[CH:29]/[C:30]2[N:31]=[N:32][N:33]([CH2:35][C:36]3[CH:41]=[CH:40][C:39]([O:42][CH3:43])=[CH:38][CH:37]=3)[N:34]=2)[CH2:22]1. The catalyst class is: 7. (6) Reactant: [CH3:1][C@:2]12[C@@:19]3([CH3:20])[C@@H:10]([C@:11]4([CH3:38])[C@@H:16]([CH2:17][CH2:18]3)[C:15]([CH3:22])([CH3:21])[C:14]([C:23]3[CH:37]=[CH:36][C:26]([C:27]([O:29][CH2:30][CH2:31][Si:32]([CH3:35])([CH3:34])[CH3:33])=[O:28])=[CH:25][CH:24]=3)=[CH:13][CH2:12]4)[CH2:9][CH2:8][C@@H:7]1[C@H:6]1[C@H:39]([C:42]([CH3:44])=[CH2:43])[CH2:40][CH2:41][C@:5]1([C:45](=[O:58])[NH:46][CH2:47][CH2:48][C:49](=[O:57])[O:50][CH2:51][CH2:52][Si:53]([CH3:56])([CH3:55])[CH3:54])[CH2:4][CH2:3]2.[H][H]. Product: [CH:42]([C@H:39]1[C@@H:6]2[C@@H:7]3[C@@:2]([CH3:1])([CH2:3][CH2:4][C@@:5]2([C:45](=[O:58])[NH:46][CH2:47][CH2:48][C:49](=[O:57])[O:50][CH2:51][CH2:52][Si:53]([CH3:54])([CH3:55])[CH3:56])[CH2:41][CH2:40]1)[C@@:19]1([CH3:20])[C@@H:10]([C@:11]2([CH3:38])[C@@H:16]([CH2:17][CH2:18]1)[C:15]([CH3:21])([CH3:22])[C@@H:14]([C:23]1[CH:37]=[CH:36][C:26]([C:27]([O:29][CH2:30][CH2:31][Si:32]([CH3:33])([CH3:34])[CH3:35])=[O:28])=[CH:25][CH:24]=1)[CH2:13][CH2:12]2)[CH2:9][CH2:8]3)([CH3:44])[CH3:43]. The catalyst class is: 407. (7) Reactant: Br[C:2]1(Br)[C:6]2[CH:7]=[N:8][C:9]([Cl:11])=[CH:10][C:5]=2[N:4]([CH2:12][O:13][CH2:14][CH2:15][Si:16]([CH3:19])([CH3:18])[CH3:17])[C:3]1=[O:20].[NH4+].[Cl-]. Product: [Cl:11][C:9]1[N:8]=[CH:7][C:6]2[CH2:2][C:3](=[O:20])[N:4]([CH2:12][O:13][CH2:14][CH2:15][Si:16]([CH3:18])([CH3:17])[CH3:19])[C:5]=2[CH:10]=1. The catalyst class is: 324. (8) Reactant: OC1C=CC(C(C2C=CC(O)=CC=2)(C)C)=CC=1.ClC[Si](CCl)(C)O[Si](C)(C)C.C([O-])([O-])=O.[K+].[K+].[N+]([C:38]1[CH:39]=[C:40]([C:46]#[N:47])[C:41](=[CH:44][CH:45]=1)[C:42]#[N:43])([O-])=O.Cl. Product: [C:46](#[N:47])[C:40]1[C:41](=[CH:44][CH:45]=[CH:38][CH:39]=1)[C:42]#[N:43]. The catalyst class is: 374.